This data is from Reaction yield outcomes from USPTO patents with 853,638 reactions. The task is: Predict the reaction yield, written as a fraction of the theoretical maximum amount of product (1.0 means a 100% yield; for example, 0.34 means a 34% yield). (1) The reactants are [CH2:1]([O:3][C:4](=[O:10])[CH2:5][NH:6][CH:7]1[CH2:9][CH2:8]1)[CH3:2].[F:11][C:12]([F:24])([F:23])[O:13][C:14]1[CH:22]=[CH:21][C:17]([C:18](Cl)=[O:19])=[CH:16][CH:15]=1. The catalyst is C(Cl)Cl.C(=O)([O-])O.[Na+]. The product is [CH2:1]([O:3][C:4](=[O:10])[CH2:5][N:6]([CH:7]1[CH2:9][CH2:8]1)[C:18](=[O:19])[C:17]1[CH:21]=[CH:22][C:14]([O:13][C:12]([F:11])([F:23])[F:24])=[CH:15][CH:16]=1)[CH3:2]. The yield is 0.800. (2) The reactants are [CH3:1][O:2][CH2:3][CH2:4][O:5][CH2:6][C:7]([OH:9])=[O:8].[OH-].[Na+].[CH2:12](Br)[C:13]1[CH:18]=[CH:17][CH:16]=[CH:15][CH:14]=1. The catalyst is [Br-].C([N+](CCCC)(CCCC)CCCC)CCC.ClCCl. The product is [CH3:1][O:2][CH2:3][CH2:4][O:5][CH2:6][C:7]([O:9][CH2:12][C:13]1[CH:18]=[CH:17][CH:16]=[CH:15][CH:14]=1)=[O:8]. The yield is 0.940. (3) The reactants are [Cl:1][C:2]1[N:3]=[CH:4][N:5]([CH2:8][CH2:9][CH2:10][NH:11][C:12]([C:14]2[C:22]3[N:21]=[C:20]([C:23]4[CH:28]=[CH:27][C:26]([NH2:29])=[CH:25][C:24]=4[CH2:30][CH2:31][N:32]4[CH2:37][CH2:36][O:35][CH2:34][CH2:33]4)[NH:19][C:18]=3[C:17]([O:38]C)=[CH:16][CH:15]=2)=[O:13])[C:6]=1[Cl:7].B(Br)(Br)Br. The catalyst is O. The product is [Cl:1][C:2]1[N:3]=[CH:4][N:5]([CH2:8][CH2:9][CH2:10][NH:11][C:12]([C:14]2[C:22]3[N:21]=[C:20]([C:23]4[CH:28]=[CH:27][C:26]([NH2:29])=[CH:25][C:24]=4[CH2:30][CH2:31][N:32]4[CH2:37][CH2:36][O:35][CH2:34][CH2:33]4)[NH:19][C:18]=3[C:17]([OH:38])=[CH:16][CH:15]=2)=[O:13])[C:6]=1[Cl:7]. The yield is 0.400. (4) The reactants are [O:1]=[C:2]1[NH:6][C@H:5]([C:7]2[CH:12]=[CH:11][CH:10]=[C:9]([C:13]#[C:14][C:15]3[CH:20]=[CH:19][CH:18]=[CH:17][CH:16]=3)[CH:8]=2)[C@@H:4]([C:21](Cl)=[O:22])[O:3]1.[OH-].[NH4+:25]. The catalyst is O1CCCC1. The product is [O:1]=[C:2]1[NH:6][C@H:5]([C:7]2[CH:12]=[CH:11][CH:10]=[C:9]([C:13]#[C:14][C:15]3[CH:20]=[CH:19][CH:18]=[CH:17][CH:16]=3)[CH:8]=2)[C@@H:4]([C:21]([NH2:25])=[O:22])[O:3]1. The yield is 0.960. (5) The reactants are Cl[C:2]1[CH:7]=[CH:6][N:5]2[N:8]=[CH:9][C:10]([C:11]([O:13][CH2:14][CH3:15])=[O:12])=[C:4]2[N:3]=1.[F:16][C:17]1[CH:18]=[C:19]([C@H:25]2[CH2:29][CH2:28][CH2:27][NH:26]2)[C:20]([O:23][CH3:24])=[N:21][CH:22]=1.CCN(C(C)C)C(C)C.C(O)CCC. The catalyst is CCOC(C)=O. The product is [F:16][C:17]1[CH:18]=[C:19]([C@H:25]2[CH2:29][CH2:28][CH2:27][N:26]2[C:2]2[CH:7]=[CH:6][N:5]3[N:8]=[CH:9][C:10]([C:11]([O:13][CH2:14][CH3:15])=[O:12])=[C:4]3[N:3]=2)[C:20]([O:23][CH3:24])=[N:21][CH:22]=1. The yield is 0.562. (6) The reactants are [Br:1][C:2]1[CH:3]=[C:4]2[CH:12]=[CH:11][N:10]([CH3:13])[C:5]2=[C:6]([O:8][CH3:9])[N:7]=1.[I:14]N1C(=O)CCC1=O. The catalyst is CN(C)C=O. The product is [Br:1][C:2]1[CH:3]=[C:4]2[C:12]([I:14])=[CH:11][N:10]([CH3:13])[C:5]2=[C:6]([O:8][CH3:9])[N:7]=1. The yield is 0.940. (7) The product is [Br:1][C:2]1[C:9]([CH3:10])=[CH:8][C:5]([C:6]([NH2:7])=[O:13])=[C:4]([F:11])[CH:3]=1. The yield is 0.950. The catalyst is C(O)(C(F)(F)F)=O. The reactants are [Br:1][C:2]1[C:9]([CH3:10])=[CH:8][C:5]([C:6]#[N:7])=[C:4]([F:11])[CH:3]=1.S(=O)(=O)(O)[OH:13]. (8) The product is [NH2:1][C:2]1[C:3]([F:16])=[CH:4][C:5]([O:15][C:18]([CH3:25])([CH3:24])[C:19]([O:21][CH2:22][CH3:23])=[O:20])=[C:6]([N:8]2[C:12](=[O:13])[N:11]([CH3:14])[N:10]=[N:9]2)[CH:7]=1. The catalyst is [Br-].C([N+](CCCC)(CCCC)CCCC)CCC.CC(C)=O. The yield is 0.740. The reactants are [NH2:1][C:2]1[C:3]([F:16])=[CH:4][C:5]([OH:15])=[C:6]([N:8]2[C:12](=[O:13])[N:11]([CH3:14])[N:10]=[N:9]2)[CH:7]=1.Br[C:18]([CH3:25])([CH3:24])[C:19]([O:21][CH2:22][CH3:23])=[O:20].C([O-])([O-])=O.[K+].[K+]. (9) The reactants are [F:1][C:2]1[CH:7]=[C:6]([F:8])[CH:5]=[CH:4][C:3]=1[NH:9][C:10]1[CH:15]=[CH:14][C:13]([S:16]([CH3:19])(=[O:18])=[O:17])=[CH:12][C:11]=1[C:20]1[C:21]2[CH:30]=[C:29]([C:31]3[CH:32]=[N:33][N:34]([CH3:36])[CH:35]=3)[NH:28][C:22]=2[C:23](=[O:27])[N:24]([CH3:26])[CH:25]=1.[CH2:37]=O. The catalyst is O1CCCC1.O.C(OCC)(=O)C.Cl[Ti](Cl)(Cl)Cl. The product is [F:1][C:2]1[CH:7]=[C:6]([F:8])[CH:5]=[CH:4][C:3]=1[N:9]1[CH2:37][C:30]2[C:21]3=[C:22]([C:23](=[O:27])[N:24]([CH3:26])[CH:25]=[C:20]3[C:11]3[CH:12]=[C:13]([S:16]([CH3:19])(=[O:17])=[O:18])[CH:14]=[CH:15][C:10]1=3)[NH:28][C:29]=2[C:31]1[CH:32]=[N:33][N:34]([CH3:36])[CH:35]=1. The yield is 0.239.